Dataset: Catalyst prediction with 721,799 reactions and 888 catalyst types from USPTO. Task: Predict which catalyst facilitates the given reaction. (1) Reactant: [Cl:1][C:2]1[CH:7]=[CH:6][C:5]([CH:8]2[C:12]3[N:13]([CH3:19])[N:14]=[C:15]([CH:16]4[CH2:18][CH2:17]4)[C:11]=3[C:10](=[O:20])[N:9]2[C:21]2[CH:22]=[C:23]([NH:31]C(=O)OC(C)(C)C)[C:24]3[N:25]([C:27]([CH3:30])=[N:28][N:29]=3)[CH:26]=2)=[CH:4][CH:3]=1.C(O)(C(F)(F)F)=O.C([O-])(O)=O.[Na+]. Product: [NH2:31][C:23]1[C:24]2[N:25]([C:27]([CH3:30])=[N:28][N:29]=2)[CH:26]=[C:21]([N:9]2[C:10](=[O:20])[C:11]3[C:15]([CH:16]4[CH2:18][CH2:17]4)=[N:14][N:13]([CH3:19])[C:12]=3[CH:8]2[C:5]2[CH:6]=[CH:7][C:2]([Cl:1])=[CH:3][CH:4]=2)[CH:22]=1. The catalyst class is: 2. (2) Reactant: [H-].[H-].[H-].[H-].[Li+].[Al+3].[NH:7]1[C:15]2[C:10](=[CH:11][CH:12]=[CH:13][CH:14]=2)[C:9]([CH:16]([CH3:19])[C:17]#[N:18])=[CH:8]1. Product: [NH:7]1[C:15]2[C:10](=[CH:11][CH:12]=[CH:13][CH:14]=2)[C:9]([CH:16]([CH3:19])[CH2:17][NH2:18])=[CH:8]1. The catalyst class is: 1.